From a dataset of Catalyst prediction with 721,799 reactions and 888 catalyst types from USPTO. Predict which catalyst facilitates the given reaction. (1) Reactant: I[C:2]1[C:6]2[C:7]([NH:11][CH:12]3[CH2:17][CH2:16][O:15][CH2:14][CH2:13]3)=[N:8][CH:9]=[CH:10][C:5]=2[N:4]([CH2:18][C:19]2[CH:24]=[CH:23][C:22]([O:25][CH3:26])=[CH:21][CH:20]=2)[N:3]=1.[C:27]1([OH:33])[CH:32]=[CH:31][CH:30]=[CH:29][CH:28]=1.C(=O)([O-])[O-].[Cs+].[Cs+].CN(C)CC(O)=O. Product: [CH3:26][O:25][C:22]1[CH:23]=[CH:24][C:19]([CH2:18][N:4]2[C:5]3[CH:10]=[CH:9][N:8]=[C:7]([NH:11][CH:12]4[CH2:17][CH2:16][O:15][CH2:14][CH2:13]4)[C:6]=3[C:2]([O:33][C:27]3[CH:32]=[CH:31][CH:30]=[CH:29][CH:28]=3)=[N:3]2)=[CH:20][CH:21]=1. The catalyst class is: 12. (2) Reactant: [CH3:1][C:2]1([CH3:17])[CH:11]=[CH:10][C:9]2[C:4](=[C:5]([C:15]#[N:16])[CH:6]=[CH:7][C:8]=2[N+:12]([O-])=O)[O:3]1.Cl[Sn]Cl.C([O-])([O-])=O.[K+].[K+]. Product: [NH2:12][C:8]1[CH:7]=[CH:6][C:5]([C:15]#[N:16])=[C:4]2[C:9]=1[CH:10]=[CH:11][C:2]([CH3:17])([CH3:1])[O:3]2. The catalyst class is: 25. (3) Reactant: [H-].C([Al+]CC(C)C)C(C)C.[CH3:11][N:12]([CH3:25])[C:13]1[CH:14]=[C:15]([CH:18]=[C:19]([C:21]([F:24])([F:23])[F:22])[CH:20]=1)[C:16]#N.C(C(C(C([O-])=O)O)O)([O-])=[O:27].[K+].[Na+]. Product: [CH3:11][N:12]([CH3:25])[C:13]1[CH:14]=[C:15]([CH:18]=[C:19]([C:21]([F:24])([F:23])[F:22])[CH:20]=1)[CH:16]=[O:27]. The catalyst class is: 2. (4) Reactant: Cl[C:2]1[C:3]2[N:4]([C:8]([C:13](=[O:17])[CH2:14][CH2:15]C)=[C:9]([CH2:11][CH3:12])[N:10]=2)[CH:5]=[CH:6][N:7]=1.[CH3:18][C:19]1[CH:24]=[C:23]([CH3:25])[C:22](B(O)O)=[C:21]([O:29][CH3:30])[CH:20]=1.O.O.O.O.O.O.O.O.[OH-].[Ba+2].[OH-].[CH3:42]OCCOC. The catalyst class is: 6. Product: [CH2:11]([C:9]1[N:10]=[C:3]2[C:2]([C:20]3[C:19]([CH3:18])=[CH:24][C:23]([CH3:25])=[CH:22][C:21]=3[O:29][CH3:30])=[N:7][CH:6]=[CH:5][N:4]2[C:8]=1[C:13](=[O:17])[CH:14]([CH3:15])[CH3:42])[CH3:12]. (5) Reactant: [CH:1]1([C:4]([OH:6])=O)[CH2:3][CH2:2]1.CCN=C=NCCCN(C)C.Cl.C1C=CC2N(O)N=NC=2C=1.C(N(CC)CC)C.[NH2:36][C:37]1[C:45]2[C:40](=[CH:41][CH:42]=[C:43]([C:46]3[O:50][C:49]([NH:51][CH:52]([CH3:54])[CH3:53])=[N:48][N:47]=3)[CH:44]=2)[NH:39][CH:38]=1. Product: [CH:52]([NH:51][C:49]1[O:50][C:46]([C:43]2[CH:44]=[C:45]3[C:40](=[CH:41][CH:42]=2)[NH:39][CH:38]=[C:37]3[NH:36][C:4]([CH:1]2[CH2:3][CH2:2]2)=[O:6])=[N:47][N:48]=1)([CH3:54])[CH3:53]. The catalyst class is: 3.